The task is: Predict the reactants needed to synthesize the given product.. This data is from Full USPTO retrosynthesis dataset with 1.9M reactions from patents (1976-2016). (1) The reactants are: [F:1][C:2]1[C:11]([CH3:12])=[CH:10][CH:9]=[CH:8][C:3]=1[C:4]([O:6][CH3:7])=[O:5].[Br:13]N1C(=O)CCC1=O. Given the product [Br:13][CH2:12][C:11]1[C:2]([F:1])=[C:3]([CH:8]=[CH:9][CH:10]=1)[C:4]([O:6][CH3:7])=[O:5], predict the reactants needed to synthesize it. (2) Given the product [NH2:1][C:2]1[CH:7]=[N:6][C:5]([C:15]2[CH:14]=[CH:13][CH:12]=[C:11]([O:10][CH3:9])[CH:16]=2)=[CH:4][N:3]=1, predict the reactants needed to synthesize it. The reactants are: [NH2:1][C:2]1[CH:7]=[N:6][C:5](Br)=[CH:4][N:3]=1.[CH3:9][O:10][C:11]1[CH:12]=[C:13](B(O)O)[CH:14]=[CH:15][CH:16]=1.C(=O)([O-])[O-].[Na+].[Na+].O. (3) Given the product [CH2:8]([O:6][C:5](=[N:7][C:15](=[O:22])[C:16]1[CH:21]=[CH:20][CH:19]=[CH:18][CH:17]=1)[CH3:4])[CH3:9], predict the reactants needed to synthesize it. The reactants are: Cl.C([CH2:4][C:5]([NH2:7])=[O:6])C.[CH2:8](N(CC)CC)[CH3:9].[C:15](Cl)(=[O:22])[C:16]1[CH:21]=[CH:20][CH:19]=[CH:18][CH:17]=1. (4) The reactants are: C(N1C=CN=C1)(N1C=CN=C1)=O.[CH3:13][O:14][C:15]1[CH:16]=[C:17]([CH:24]=[CH:25][C:26]=1[O:27][CH3:28])[CH2:18][O:19][CH2:20][C:21]([OH:23])=O.[Cl-].[CH3:30][NH2+:31][O:32][CH3:33].Cl. Given the product [CH3:13][O:14][C:15]1[CH:16]=[C:17]([CH:24]=[CH:25][C:26]=1[O:27][CH3:28])[CH2:18][O:19][CH2:20][C:21]([N:31]([O:32][CH3:33])[CH3:30])=[O:23], predict the reactants needed to synthesize it. (5) Given the product [CH2:1]([N:3]1[CH2:4][CH2:5][N:6]([C:9]2[CH:14]=[CH:13][C:12]([NH2:15])=[C:11]([O:18][CH3:19])[CH:10]=2)[CH2:7][CH2:8]1)[CH3:2], predict the reactants needed to synthesize it. The reactants are: [CH2:1]([N:3]1[CH2:8][CH2:7][N:6]([C:9]2[CH:14]=[CH:13][C:12]([N+:15]([O-])=O)=[C:11]([O:18][CH3:19])[CH:10]=2)[CH2:5][CH2:4]1)[CH3:2]. (6) Given the product [O:2]1[C:6]([C:7]2[CH:13]=[CH:12][C:10]([NH:11][C:15]([NH2:16])=[NH:14])=[CH:9][CH:8]=2)=[CH:5][N:4]=[CH:3]1, predict the reactants needed to synthesize it. The reactants are: Cl.[O:2]1[C:6]([C:7]2[CH:13]=[CH:12][C:10]([NH2:11])=[CH:9][CH:8]=2)=[CH:5][N:4]=[CH:3]1.[NH:14]=[C:15]=[NH:16].C(=O)([O-])[O-].[K+].[K+]. (7) Given the product [C:15]([C:17](=[C:2]1[CH2:7][CH2:6][N:5]([C:8]([O:10][C:11]([CH3:14])([CH3:13])[CH3:12])=[O:9])[CH2:4][CH2:3]1)[C:18]([O:20][CH2:21][CH3:22])=[O:19])#[N:16], predict the reactants needed to synthesize it. The reactants are: O=[C:2]1[CH2:7][CH2:6][N:5]([C:8]([O:10][C:11]([CH3:14])([CH3:13])[CH3:12])=[O:9])[CH2:4][CH2:3]1.[C:15]([CH2:17][C:18]([O:20][CH2:21][CH3:22])=[O:19])#[N:16].C([O-])(=O)C.[NH4+].C(O)(=O)C.